Dataset: Forward reaction prediction with 1.9M reactions from USPTO patents (1976-2016). Task: Predict the product of the given reaction. (1) Given the reactants [C:1]([O:5][C:6](=[O:39])[NH:7][C:8]1([C:12]2[CH:17]=[CH:16][C:15]([C:18]3[C:19]([C:33]4[CH:38]=[CH:37][CH:36]=[CH:35][CH:34]=4)=[CH:20][C:21]4[N:26]([CH2:27]CC#N)[C:25](=[O:31])[CH2:24][O:23][C:22]=4[N:32]=3)=[CH:14][CH:13]=2)[CH2:11][CH2:10][CH2:9]1)([CH3:4])([CH3:3])[CH3:2].O=C1COC2N=[C:48](C3C=CC(C4(NC(=O)OC(C)(C)C)CCC4)=CC=3)[C:49](C3C=CC=CC=3)=[CH:50][C:43]=2[NH:42]1.BrCCCCC#N, predict the reaction product. The product is: [C:1]([O:5][C:6](=[O:39])[NH:7][C:8]1([C:12]2[CH:17]=[CH:16][C:15]([C:18]3[C:19]([C:33]4[CH:34]=[CH:35][CH:36]=[CH:37][CH:38]=4)=[CH:20][C:21]4[N:26]([CH2:27][CH2:48][CH2:49][CH2:50][C:43]#[N:42])[C:25](=[O:31])[CH2:24][O:23][C:22]=4[N:32]=3)=[CH:14][CH:13]=2)[CH2:11][CH2:10][CH2:9]1)([CH3:4])([CH3:3])[CH3:2]. (2) The product is: [OH:1][C@@H:2]1[CH2:6][N:5]([C:7](=[O:17])[C@@H:8]([NH:12][C:13]([O:15][CH3:16])=[O:14])[CH:9]([CH3:11])[CH3:10])[C@H:4]([C:18]2[NH:19][C:20]([C:23]3[CH:24]=[C:25]4[C:30](=[CH:31][CH:32]=3)[CH:29]=[C:28]([C:33]3[CH:38]=[CH:37][C:36]([C:39]5[NH:43][C:42]([C@@H:44]6[CH2:48][CH2:47][CH2:46][N:45]6[C:63](=[O:65])[C@H:62]([NH:61][C:59](=[O:60])[O:58][CH3:57])[C:66]6[CH:71]=[CH:70][CH:69]=[CH:68][CH:67]=6)=[N:41][CH:40]=5)=[CH:35][CH:34]=3)[CH:27]=[CH:26]4)=[CH:21][N:22]=2)[CH2:3]1. Given the reactants [OH:1][C@@H:2]1[CH2:6][N:5]([C:7](=[O:17])[C@@H:8]([NH:12][C:13]([O:15][CH3:16])=[O:14])[CH:9]([CH3:11])[CH3:10])[C@H:4]([C:18]2[NH:19][C:20]([C:23]3[CH:24]=[C:25]4[C:30](=[CH:31][CH:32]=3)[CH:29]=[C:28]([C:33]3[CH:38]=[CH:37][C:36]([C:39]5[NH:43][C:42]([C@@H:44]6[CH2:48][CH2:47][CH2:46][N:45]6C(OC(C)(C)C)=O)=[N:41][CH:40]=5)=[CH:35][CH:34]=3)[CH:27]=[CH:26]4)=[CH:21][N:22]=2)[CH2:3]1.Cl.[CH3:57][O:58][C:59]([NH:61][C@H:62]([C:66]1[CH:71]=[CH:70][CH:69]=[CH:68][CH:67]=1)[C:63]([OH:65])=O)=[O:60].CCOC(C(C#N)=NOC(N1CCOCC1)=[N+](C)C)=O.F[P-](F)(F)(F)(F)F.CCN(C(C)C)C(C)C, predict the reaction product.